From a dataset of Full USPTO retrosynthesis dataset with 1.9M reactions from patents (1976-2016). Predict the reactants needed to synthesize the given product. (1) Given the product [CH:1]1([C:4]2[N:8]=[C:7]([C:9]3[C:10]4[CH:18]=[CH:17][CH:16]=[CH:15][C:11]=4[S:12][C:13]=3[NH:14][C:30]([C:20]3[CH:19]4[CH2:26][CH2:25][CH:22]([CH2:23][CH2:24]4)[C:21]=3[C:27]([OH:29])=[O:28])=[O:31])[O:6][N:5]=2)[CH2:3][CH2:2]1, predict the reactants needed to synthesize it. The reactants are: [CH:1]1([C:4]2[N:8]=[C:7]([C:9]3[C:10]4[CH:18]=[CH:17][CH:16]=[CH:15][C:11]=4[S:12][C:13]=3[NH2:14])[O:6][N:5]=2)[CH2:3][CH2:2]1.[CH:19]12[CH2:26][CH2:25][CH:22]([CH2:23][CH2:24]1)[C:21]1[C:27]([O:29][C:30](=[O:31])[C:20]2=1)=[O:28]. (2) The reactants are: [CH3:1][N:2]1[CH2:7][CH2:6][CH:5]([O:8][CH:9]2[C:18]3[CH:19]=[CH:20][CH:21]=[C:22]([C:23]4[CH:28]=[CH:27][CH:26]=[C:25]([N+:29]([O-])=O)[CH:24]=4)[C:17]=3[CH2:16][CH2:15][N:14]3[C:10]2=[N:11][C:12]([C:32]2[CH:37]=[CH:36][CH:35]=[CH:34][CH:33]=2)=[CH:13]3)[CH2:4][CH2:3]1.O.O.[Sn](Cl)Cl. Given the product [CH3:1][N:2]1[CH2:7][CH2:6][CH:5]([O:8][CH:9]2[C:18]3[CH:19]=[CH:20][CH:21]=[C:22]([C:23]4[CH:24]=[C:25]([NH2:29])[CH:26]=[CH:27][CH:28]=4)[C:17]=3[CH2:16][CH2:15][N:14]3[C:10]2=[N:11][C:12]([C:32]2[CH:37]=[CH:36][CH:35]=[CH:34][CH:33]=2)=[CH:13]3)[CH2:4][CH2:3]1, predict the reactants needed to synthesize it.